Dataset: B-cell epitopes from IEDB database with 3,159 antigens for binding position prediction. Task: Token-level Classification. Given an antigen amino acid sequence, predict which amino acid positions are active epitope sites capable of antibody binding. Output is a list of indices for active positions. (1) Given the antigen sequence: MSGRGKTGGKARAKAKSRSSRAGLQFPVGRVHRLLRKGHYAERVGAGAPVYLAAVLEYLTAEILELAGNAARDNKKTRIIPRHLQLAIRNDEELNKLLGGVTIAQGGVLPNIQAVLLPKKTSATVGPKAPSGGKKATQASQEY, which amino acid positions are active epitope sites? The epitope positions are: [121, 122, 123, 124, 125, 126, 127, 128, 129, 130, 131, 132, 133, 134, 135, 136, 137, 138, 139, 140... (22 total positions)]. The amino acids at these positions are: SATVGPKAPSGGKKATQASQEY. (2) Given the antigen sequence: MTVGKSSKMLQHIDYRMRCILQDGRIFIGTFKAFDKHMNLILCDCDEFRKIKPKNSKQAEREEKRVLGLVLLRGENLVSMTVEGPPPKDTGIARVPLAGAAGGPGIGRAAGRGIPAGVPMPQAPAGLAGPVRGVGGPSQQVMTPQGRGTVAAAAAAATASIAGAPTQYPPGRGGPPPPMGRGAPPPGMMGPPPGMRPPMGPPMGIPPGRGTPMGMPPPGMRPPPPGMRGPPPPGMRPPRP, which amino acid positions are active epitope sites? The epitope positions are: [131, 132, 133, 134, 135, 136, 137, 138]. The amino acids at these positions are: RGVGGPSQ. (3) Given the antigen sequence: MKFNKIALAVIAAVAAPVAAPVAAQAGVTVSPLLLGYHYTDEAHNDQRKILRTGKKLELDATNAPAPANGGVALDSELWTGAAIGIELTPSTQFQVEYGISNRDAKSSDKSAHRFDAEQETISGNFLIGTEQFSGYNPTNKFKPYVLVGAGQSKIKVNAIDGYTAEVANGQNIAKDQAVKAGQEVAESKDTIGNLGLGARYLVNDALALRGEARAIHNFDNKWWEGLALAGLEVTLGGRLAPAVPVAPVAEPVAEPVVAPAPVILPKPEPEPVIEEAPAVIEDIVVDSDGDGVPDHLDACPGTPVNTVVDPRGCPVQVNLVEELRQELRVFFDYDKSIIKPQYREEVAKVAAQMREFPNATATIEGHASRDSARSSARYNQRLSEARANAVKSMLSNEFGIAPNRLNAVGYGFDRPIAPNTTAEGKAMNRRVEAVITGSKTTTVDQTKDMIVQ, which amino acid positions are active epitope sites? The epitope positions are: [50, 51, 52, 53, 54, 55, 56, 57, 58, 59, 60, 61, 62, 63, 64, 65, 66, 67, 68, 69]. The amino acids at these positions are: LRTGKKLELDATNAPAPANG. (4) Given the antigen sequence: MSTNGKPQRKTKRNTNRRPQDVKFPGGGQIVGGVYLLPRRGPRLGVRATRKTWERSQPRGRRQPIPKARQPEGRAWAQPGYPWPLYGNEGLGWAGWLVSPRGSRPNWGPTDPRRRSRNLGKVIDTLTCGFADLMGYIPLVGAPLGGVARALAHGVRVLEDGVNYATGNLPGCSFSIFLLALLSCLTIPASAYEVHNVSGIYHVTNDCSNSSIVYEAADMIMHTPGCVPCVRENNSSRCWVALTPTLAARNNSVPTATIRRHVDLLVGAAAFCSAMYVGDLCGSVFLVSQLFTFSPRRYETVQDCNCSIYPGHVTGHRMAWDMMMNWSPTTALVVSQLLRIPQAVVDMVGGAHWGVLAGLAYYSMVGNWAKVLIVMLLFAGVDGSTIVSGGTVARTTHSLASLFTQGASQKIQLINTNGSWHINRTALNCNDSLQTGFLASLFYAHRFNASGCPERMASCRSIDKFDQGWGPITYTEADIQDQRPYCWHYAPRPCGIVPAS..., which amino acid positions are active epitope sites? The epitope positions are: [34, 35, 36, 37, 38, 39, 40, 41, 42, 43]. The amino acids at these positions are: YLLPRRGPRL.